From a dataset of Reaction yield outcomes from USPTO patents with 853,638 reactions. Predict the reaction yield, written as a fraction of the theoretical maximum amount of product (1.0 means a 100% yield; for example, 0.34 means a 34% yield). (1) The reactants are [Cl:1]N1C(=O)CCC1=O.C(O)(=O)C.[CH2:13]([NH:15][C:16](=[O:18])[O-:17])[CH3:14].[CH3:19][O:20][C:21]1[CH:22]=[CH:23][C:24]2[CH:25]([CH3:33])[CH:26]3[CH2:30][NH:29][CH2:28][CH:27]3[C:31]=2[CH:32]=1. The catalyst is ClCCCl.C(Cl)Cl. The product is [CH2:13]([NH:15][C:16](=[O:17])[O-:18])[CH3:14].[Cl:1][C:32]1[C:31]2[CH:27]3[CH2:28][NH:29][CH2:30][CH:26]3[CH:25]([CH3:33])[C:24]=2[CH:23]=[CH:22][C:21]=1[O:20][CH3:19]. The yield is 0.0600. (2) The reactants are [H-].[Na+].[C:3]([O:11][CH2:12][CH3:13])(=[O:10])[CH2:4][C:5]([O:7]CC)=O.[CH2:14]([N:18]1[C:23]2[N:24]=[CH:25][CH:26]=[CH:27][C:22]=2C(=O)[O:20][C:19]1=O)[CH2:15][CH2:16][CH3:17]. The catalyst is CC(N(C)C)=O. The product is [CH2:14]([N:18]1[C:23]2[C:22](=[CH:27][CH:26]=[CH:25][N:24]=2)[C:5]([OH:7])=[C:4]([C:3]([O:11][CH2:12][CH3:13])=[O:10])[C:19]1=[O:20])[CH2:15][CH2:16][CH3:17]. The yield is 0.700.